Dataset: Peptide-MHC class II binding affinity with 134,281 pairs from IEDB. Task: Regression. Given a peptide amino acid sequence and an MHC pseudo amino acid sequence, predict their binding affinity value. This is MHC class II binding data. (1) The peptide sequence is TCGFVDERGLYKSLK. The MHC is DRB5_0101 with pseudo-sequence DRB5_0101. The binding affinity (normalized) is 0.652. (2) The peptide sequence is AILIWMYYHGQRHSDEH. The MHC is DRB1_1501 with pseudo-sequence DRB1_1501. The binding affinity (normalized) is 0.898.